Task: Predict the product of the given reaction.. Dataset: Forward reaction prediction with 1.9M reactions from USPTO patents (1976-2016) Given the reactants [N+:1]([C:4]1[CH:26]=[CH:25][C:7]([O:8][CH2:9][CH2:10][O:11][CH2:12][CH2:13][CH:14](C(OCC)=O)[C:15]([O:17][CH2:18][CH3:19])=[O:16])=[CH:6][CH:5]=1)([O-:3])=[O:2].O.[Cl-].[Na+], predict the reaction product. The product is: [N+:1]([C:4]1[CH:5]=[CH:6][C:7]([O:8][CH2:9][CH2:10][O:11][CH2:12][CH2:13][CH2:14][C:15]([O:17][CH2:18][CH3:19])=[O:16])=[CH:25][CH:26]=1)([O-:3])=[O:2].